The task is: Predict the product of the given reaction.. This data is from Forward reaction prediction with 1.9M reactions from USPTO patents (1976-2016). Given the reactants CN(C)C=O.Br[C:7]1[CH:16]=[C:15]([O:17][CH3:18])[CH:14]=[C:13]2[C:8]=1[CH:9]=[CH:10][C:11](=[O:46])[N:12]2[CH2:19][CH2:20][N:21]1[CH2:26][CH2:25][CH:24]([N:27]([CH2:35][C:36]2[CH:45]=[CH:44][C:39]3[O:40][CH2:41][CH2:42][O:43][C:38]=3[CH:37]=2)[C:28](=[O:34])[O:29][C:30]([CH3:33])([CH3:32])[CH3:31])[CH2:23][CH2:22]1.[C:47]([O:51][CH2:52][CH3:53])(=[O:50])[CH:48]=[CH2:49], predict the reaction product. The product is: [C:30]([O:29][C:28]([N:27]([CH2:35][C:36]1[CH:45]=[CH:44][C:39]2[O:40][CH2:41][CH2:42][O:43][C:38]=2[CH:37]=1)[CH:24]1[CH2:23][CH2:22][N:21]([CH2:20][CH2:19][N:12]2[C:13]3[C:8](=[C:7](/[CH:49]=[CH:48]/[C:47]([O:51][CH2:52][CH3:53])=[O:50])[CH:16]=[C:15]([O:17][CH3:18])[CH:14]=3)[CH:9]=[CH:10][C:11]2=[O:46])[CH2:26][CH2:25]1)=[O:34])([CH3:33])([CH3:32])[CH3:31].